This data is from Peptide-MHC class I binding affinity with 185,985 pairs from IEDB/IMGT. The task is: Regression. Given a peptide amino acid sequence and an MHC pseudo amino acid sequence, predict their binding affinity value. This is MHC class I binding data. (1) The peptide sequence is DEHLRGFSM. The MHC is HLA-A26:01 with pseudo-sequence HLA-A26:01. The binding affinity (normalized) is 0. (2) The peptide sequence is QYNRYLALY. The MHC is HLA-A29:02 with pseudo-sequence HLA-A29:02. The binding affinity (normalized) is 0.272.